This data is from Reaction yield outcomes from USPTO patents with 853,638 reactions. The task is: Predict the reaction yield, written as a fraction of the theoretical maximum amount of product (1.0 means a 100% yield; for example, 0.34 means a 34% yield). (1) The reactants are [C:1]([O:5][C:6]([N:8]1[CH2:12][C:11](=O)[CH2:10][C@H:9]1[C:14]([OH:16])=[O:15])=[O:7])([CH3:4])([CH3:3])[CH3:2].O.Cl.[CH2:19]([O:22][NH2:23])[CH:20]=[CH2:21].N1C=CC=CC=1. The catalyst is C(O)C. The product is [CH2:19]([O:22][N:23]=[C:11]1[CH2:12][N:8]([C:6]([O:5][C:1]([CH3:4])([CH3:3])[CH3:2])=[O:7])[C@H:9]([C:14]([OH:16])=[O:15])[CH2:10]1)[CH:20]=[CH2:21]. The yield is 0.940. (2) The product is [C:17]([O:16][C:15](=[O:21])[NH:7][C:8]1[CH:13]=[CH:12][C:11]([NH2:14])=[CH:10][CH:9]=1)([CH3:20])([CH3:19])[CH3:18]. The reactants are C(=O)([O-])[O-].[K+].[K+].[NH2:7][C:8]1[CH:13]=[CH:12][C:11]([NH2:14])=[CH:10][CH:9]=1.[C:15](O[C:15]([O:16][C:17]([CH3:20])([CH3:19])[CH3:18])=[O:21])(=[O:21])[O:16][C:17]([CH3:20])([CH3:19])[CH3:18].O. The catalyst is C1COCC1.CN(C=O)C.ClCCl.CC(C)=O. The yield is 0.950. (3) The reactants are [OH-].[NH3:2].[Cl:3][C:4]1[N:5]=[C:6](Cl)[C:7]2[CH:13]=[CH:12][N:11]=[C:10]([C:14]3[CH:19]=[CH:18][CH:17]=[C:16]([N+:20]([O-:22])=[O:21])[CH:15]=3)[C:8]=2[N:9]=1. The catalyst is C1COCC1.CC(=O)OCC. The product is [Cl:3][C:4]1[N:5]=[C:6]([NH2:2])[C:7]2[CH:13]=[CH:12][N:11]=[C:10]([C:14]3[CH:19]=[CH:18][CH:17]=[C:16]([N+:20]([O-:22])=[O:21])[CH:15]=3)[C:8]=2[N:9]=1. The yield is 0.440. (4) The catalyst is O1CCCC1. The yield is 0.937. The product is [C:6]([C:7]1[C:8]([NH2:13])=[N:9][CH:10]=[CH:11][CH:12]=1)#[CH:5]. The reactants are C[Si]([C:5]#[C:6][C:7]1[C:8]([NH2:13])=[N:9][CH:10]=[CH:11][CH:12]=1)(C)C.[F-].C([N+](CCCC)(CCCC)CCCC)CCC.O.